Dataset: Full USPTO retrosynthesis dataset with 1.9M reactions from patents (1976-2016). Task: Predict the reactants needed to synthesize the given product. (1) Given the product [Cl:22][C:17]1[CH:16]=[C:15]([C:13]2[N:14]=[C:10]([C:8]3[CH:7]=[CH:6][C:5]([C:31]4[CH:30]=[CH:29][CH:28]=[C:27]([O:26][CH3:25])[N:32]=4)=[C:4]([CH:9]=3)[C:3]([OH:24])=[O:2])[S:11][CH:12]=2)[CH:20]=[CH:19][C:18]=1[Cl:21], predict the reactants needed to synthesize it. The reactants are: C[O:2][C:3](=[O:24])[C:4]1[CH:9]=[C:8]([C:10]2[S:11][CH:12]=[C:13]([C:15]3[CH:20]=[CH:19][C:18]([Cl:21])=[C:17]([Cl:22])[CH:16]=3)[N:14]=2)[CH:7]=[CH:6][C:5]=1Br.[CH3:25][O:26][C:27]1[N:32]=[C:31](B(O)O)[CH:30]=[CH:29][CH:28]=1. (2) Given the product [C:1]([C:3](=[CH:36][CH:37]([CH3:40])[CH3:38])[C:4]([N:6]1[CH2:10][CH2:9][CH2:8][C@@H:7]1[CH2:11][N:12]1[C:16]2[CH:17]=[CH:18][C:19]([CH2:21][NH:22][CH2:23][C:24]([CH3:27])([CH3:26])[CH3:25])=[CH:20][C:15]=2[N:14]=[C:13]1[NH:28][C:29]([C:31]1[O:35][N:34]=[CH:33][CH:32]=1)=[O:30])=[O:5])#[N:2], predict the reactants needed to synthesize it. The reactants are: [C:1]([CH2:3][C:4]([N:6]1[CH2:10][CH2:9][CH2:8][C@@H:7]1[CH2:11][N:12]1[C:16]2[CH:17]=[CH:18][C:19]([CH2:21][NH:22][CH2:23][C:24]([CH3:27])([CH3:26])[CH3:25])=[CH:20][C:15]=2[N:14]=[C:13]1[NH:28][C:29]([C:31]1[O:35][N:34]=[CH:33][CH:32]=1)=[O:30])=[O:5])#[N:2].[CH3:36][CH:37]([CH3:40])[CH:38]=O.N1CCCC1.Cl[Si](C)(C)C. (3) Given the product [OH:13][CH:12]([C:8]1[CH:7]=[N:6][CH:11]=[CH:10][CH:9]=1)[CH:1]([CH3:3])[CH3:2], predict the reactants needed to synthesize it. The reactants are: [CH:1]([Mg]Br)([CH3:3])[CH3:2].[N:6]1[CH:11]=[CH:10][CH:9]=[C:8]([CH:12]=[O:13])[CH:7]=1.